Dataset: Peptide-MHC class II binding affinity with 134,281 pairs from IEDB. Task: Regression. Given a peptide amino acid sequence and an MHC pseudo amino acid sequence, predict their binding affinity value. This is MHC class II binding data. (1) The peptide sequence is AFASGFRAINPTMRQ. The MHC is HLA-DPA10301-DPB10402 with pseudo-sequence HLA-DPA10301-DPB10402. The binding affinity (normalized) is 0.126. (2) The peptide sequence is QLIYPLISPSFLVYS. The MHC is DRB4_0101 with pseudo-sequence DRB4_0103. The binding affinity (normalized) is 0.377. (3) The peptide sequence is KKGAGGITIKKTGQA. The MHC is HLA-DQA10201-DQB10202 with pseudo-sequence HLA-DQA10201-DQB10202. The binding affinity (normalized) is 0.150. (4) The peptide sequence is EDLVRAYHSMSSTHE. The MHC is DRB4_0101 with pseudo-sequence DRB4_0103. The binding affinity (normalized) is 0.420. (5) The peptide sequence is YDKFLANVRTVLTGK. The MHC is DRB1_0802 with pseudo-sequence DRB1_0802. The binding affinity (normalized) is 0.694.